From a dataset of Reaction yield outcomes from USPTO patents with 853,638 reactions. Predict the reaction yield, written as a fraction of the theoretical maximum amount of product (1.0 means a 100% yield; for example, 0.34 means a 34% yield). (1) The reactants are C[O:2][C:3](=[O:18])[CH:4]([C:7]1[CH:12]=[CH:11][C:10]([O:13][CH2:14][CH2:15][CH2:16][CH3:17])=[CH:9][CH:8]=1)[CH2:5][CH3:6].[OH-].[Na+].Cl. The catalyst is CCO.O. The product is [CH2:14]([O:13][C:10]1[CH:9]=[CH:8][C:7]([CH:4]([CH2:5][CH3:6])[C:3]([OH:18])=[O:2])=[CH:12][CH:11]=1)[CH2:15][CH2:16][CH3:17]. The yield is 0.740. (2) The reactants are [CH3:1][N:2]1[CH:6]=[CH:5][CH:4]=[CH:3]1.CN(CCN(C)C)C.[Li]CCCC.[Sn](Cl)(C)(C)C.Br[C:26]1[CH:27]=[C:28]([CH:31]=[CH:32][CH:33]=1)[CH:29]=[O:30].[F-].[K+]. The catalyst is CCOCC.C1COCC1.Cl[Pd](Cl)([P](C1C=CC=CC=1)(C1C=CC=CC=1)C1C=CC=CC=1)[P](C1C=CC=CC=1)(C1C=CC=CC=1)C1C=CC=CC=1.C(OCC)(=O)C.O1CCOCC1. The product is [CH3:1][N:2]1[CH:6]=[CH:5][CH:4]=[C:3]1[C:26]1[CH:27]=[C:28]([CH:31]=[CH:32][CH:33]=1)[CH:29]=[O:30]. The yield is 0.240.